From a dataset of NCI-60 drug combinations with 297,098 pairs across 59 cell lines. Regression. Given two drug SMILES strings and cell line genomic features, predict the synergy score measuring deviation from expected non-interaction effect. Drug 1: CN1CCC(CC1)COC2=C(C=C3C(=C2)N=CN=C3NC4=C(C=C(C=C4)Br)F)OC. Drug 2: C1=NC2=C(N=C(N=C2N1C3C(C(C(O3)CO)O)O)F)N. Cell line: K-562. Synergy scores: CSS=46.0, Synergy_ZIP=1.23, Synergy_Bliss=1.84, Synergy_Loewe=-16.0, Synergy_HSA=1.74.